Dataset: Reaction yield outcomes from USPTO patents with 853,638 reactions. Task: Predict the reaction yield, written as a fraction of the theoretical maximum amount of product (1.0 means a 100% yield; for example, 0.34 means a 34% yield). The reactants are Cl[C:2]1[C:7]([C:8]2[CH2:9][CH2:10][O:11][CH2:12][CH:13]=2)=[CH:6][CH:5]=[CH:4][N:3]=1.[OH:14][CH:15]1[CH2:18][N:17]([C:19]([O:21][C:22]([CH3:25])([CH3:24])[CH3:23])=[O:20])[CH2:16]1.CC(C)([O-])C.[Na+]. The catalyst is CS(C)=O.O. The product is [O:11]1[CH2:12][CH:13]=[C:8]([C:7]2[C:2]([O:14][CH:15]3[CH2:16][N:17]([C:19]([O:21][C:22]([CH3:25])([CH3:24])[CH3:23])=[O:20])[CH2:18]3)=[N:3][CH:4]=[CH:5][CH:6]=2)[CH2:9][CH2:10]1. The yield is 0.750.